Dataset: Peptide-MHC class I binding affinity with 185,985 pairs from IEDB/IMGT. Task: Regression. Given a peptide amino acid sequence and an MHC pseudo amino acid sequence, predict their binding affinity value. This is MHC class I binding data. The peptide sequence is FVMPIFEQI. The MHC is HLA-B53:01 with pseudo-sequence HLA-B53:01. The binding affinity (normalized) is 0.213.